Dataset: Full USPTO retrosynthesis dataset with 1.9M reactions from patents (1976-2016). Task: Predict the reactants needed to synthesize the given product. (1) Given the product [CH3:19][O:20][C:21](=[O:32])[C:22]([CH3:23])([C:25]1[CH:26]=[CH:27][C:28]([B:9]2[O:10][C:11]([CH3:16])([CH3:17])[C:12]([CH3:14])([CH3:15])[O:13]2)=[CH:29][CH:30]=1)[CH3:24], predict the reactants needed to synthesize it. The reactants are: [CH3:16][C:11]1([CH3:17])[C:12]([CH3:15])([CH3:14])[O:13][B:9]([B:9]2[O:13][C:12]([CH3:15])([CH3:14])[C:11]([CH3:17])([CH3:16])[O:10]2)[O:10]1.[CH3:19][O:20][C:21](=[O:32])[C:22]([C:25]1[CH:30]=[CH:29][C:28](Br)=[CH:27][CH:26]=1)([CH3:24])[CH3:23].C([O-])(=O)C.[K+]. (2) Given the product [CH3:41][C:27]1[CH:28]=[C:29]([C:32]2[CH:37]=[CH:36][C:35]([N+:38]([O-:40])=[O:39])=[CH:34][CH:33]=2)[CH:30]=[CH:31][C:26]=1[C:24](=[O:25])[CH2:23][C:11]([CH2:10][CH2:9][C:3]1[CH:4]=[CH:5][CH:6]=[CH:7][CH:8]=1)([C:17]([O:19][CH2:20][CH3:21])=[O:18])[C:12]([O:14][CH2:15][CH3:16])=[O:13], predict the reactants needed to synthesize it. The reactants are: [H-].[Na+].[C:3]1([CH2:9][CH2:10][CH:11]([C:17]([O:19][CH2:20][CH3:21])=[O:18])[C:12]([O:14][CH2:15][CH3:16])=[O:13])[CH:8]=[CH:7][CH:6]=[CH:5][CH:4]=1.Br[CH2:23][C:24]([C:26]1[CH:31]=[CH:30][C:29]([C:32]2[CH:37]=[CH:36][C:35]([N+:38]([O-:40])=[O:39])=[CH:34][CH:33]=2)=[CH:28][C:27]=1[CH3:41])=[O:25].C(OCC)(=O)C. (3) Given the product [CH:24]1([CH2:23][N:17]2[C:18](=[O:22])[N:19]([CH3:21])[N:20]=[C:16]2[CH2:15][CH2:14][N:11]2[CH2:10][CH2:9][N:8]([C:4]3[CH:3]=[C:2]([NH:1][C:30](=[O:32])[CH3:31])[CH:7]=[CH:6][CH:5]=3)[CH2:13][CH2:12]2)[CH2:29][CH2:28][CH2:27][CH2:26][CH2:25]1, predict the reactants needed to synthesize it. The reactants are: [NH2:1][C:2]1[CH:3]=[C:4]([N:8]2[CH2:13][CH2:12][N:11]([CH2:14][CH2:15][C:16]3[N:17]([CH2:23][CH:24]4[CH2:29][CH2:28][CH2:27][CH2:26][CH2:25]4)[C:18](=[O:22])[N:19]([CH3:21])[N:20]=3)[CH2:10][CH2:9]2)[CH:5]=[CH:6][CH:7]=1.[C:30](OC(=O)C)(=[O:32])[CH3:31].C1(C)C=CC=CC=1. (4) Given the product [F:21][C:22]1[CH:27]=[CH:26][C:25]([O:31][CH3:32])=[C:24]([C:2]2[CH:7]=[CH:6][N:5]=[C:4]3[N:8]([S:12]([C:15]4[CH:20]=[CH:19][CH:18]=[CH:17][CH:16]=4)(=[O:14])=[O:13])[CH:9]=[C:10]([CH3:11])[C:3]=23)[CH:23]=1, predict the reactants needed to synthesize it. The reactants are: Cl[C:2]1[CH:7]=[CH:6][N:5]=[C:4]2[N:8]([S:12]([C:15]3[CH:20]=[CH:19][CH:18]=[CH:17][CH:16]=3)(=[O:14])=[O:13])[CH:9]=[C:10]([CH3:11])[C:3]=12.[F:21][C:22]1[CH:23]=[CH:24][C:25]([O:31][CH3:32])=[C:26](B(O)O)[CH:27]=1.P([O-])([O-])([O-])=O.[K+].[K+].[K+].O1CCCC1. (5) The reactants are: [CH2:1]([O:8][C:9]([N:11]1[CH2:27][CH2:26][C:15]2=[CH:16][CH:17]=[C:18]3[C:22]([C:21](=[O:23])[C:20]([F:25])([F:24])[CH2:19]3)=[C:14]2[CH2:13][CH2:12]1)=[O:10])[C:2]1[CH:7]=[CH:6][CH:5]=[CH:4][CH:3]=1.[BH4-].[Na+]. Given the product [CH2:1]([O:8][C:9]([N:11]1[CH2:12][CH2:13][C:14]2[C:22]3[CH:21]([OH:23])[C:20]([F:24])([F:25])[CH2:19][C:18]=3[CH:17]=[CH:16][C:15]=2[CH2:26][CH2:27]1)=[O:10])[C:2]1[CH:3]=[CH:4][CH:5]=[CH:6][CH:7]=1, predict the reactants needed to synthesize it. (6) Given the product [NH:11]1[CH2:10][CH:9]([O:8][C:3]2[C:2]([Cl:1])=[N:7][CH:6]=[CH:5][N:4]=2)[CH2:12]1, predict the reactants needed to synthesize it. The reactants are: [Cl:1][C:2]1[C:3]([O:8][CH:9]2[CH2:12][N:11](C(OC(C)(C)C)=O)[CH2:10]2)=[N:4][CH:5]=[CH:6][N:7]=1.Cl.O1CCOCC1. (7) Given the product [ClH:33].[S:1](=[O:32])(=[O:31])([O:3][C:4]1[CH:9]=[CH:8][CH:7]=[C:6]([C:10]2[N:11]=[CH:12][N:13]([C:15](=[O:30])[N:16]([CH3:29])[CH:17]3[CH2:22][CH2:21][N:20]([C:23]4[CH:24]=[CH:25][CH:26]=[CH:27][CH:28]=4)[CH2:19][CH2:18]3)[CH:14]=2)[CH:5]=1)[NH2:2], predict the reactants needed to synthesize it. The reactants are: [S:1](=[O:32])(=[O:31])([O:3][C:4]1[CH:9]=[CH:8][CH:7]=[C:6]([C:10]2[N:11]=[CH:12][N:13]([C:15](=[O:30])[N:16]([CH3:29])[CH:17]3[CH2:22][CH2:21][N:20]([C:23]4[CH:28]=[CH:27][CH:26]=[CH:25][CH:24]=4)[CH2:19][CH2:18]3)[CH:14]=2)[CH:5]=1)[NH2:2].[ClH:33]. (8) Given the product [N+:20]([C:19]1[C:14]([NH:13][CH2:12][C@H:9]2[CH2:10][CH2:11][C@H:6]([N:4]3[CH2:5][CH:2]([NH:1][C:36](=[O:38])[CH3:37])[CH2:3]3)[CH2:7][CH2:8]2)=[N:15][C:16]([NH:23][CH2:24][C:25]2[CH:30]=[CH:29][CH:28]=[CH:27][C:26]=2[O:31][C:32]([F:34])([F:35])[F:33])=[N:17][CH:18]=1)([O-:22])=[O:21], predict the reactants needed to synthesize it. The reactants are: [NH2:1][CH:2]1[CH2:5][N:4]([C@H:6]2[CH2:11][CH2:10][C@H:9]([CH2:12][NH:13][C:14]3[C:19]([N+:20]([O-:22])=[O:21])=[CH:18][N:17]=[C:16]([NH:23][CH2:24][C:25]4[CH:30]=[CH:29][CH:28]=[CH:27][C:26]=4[O:31][C:32]([F:35])([F:34])[F:33])[N:15]=3)[CH2:8][CH2:7]2)[CH2:3]1.[C:36](OC(=O)C)(=[O:38])[CH3:37].C(N(CC)CC)C. (9) Given the product [CH2:25]([NH:21][C:6](=[O:7])[C:5]1[CH:9]=[CH:10][C:2]([CH3:1])=[C:3]([B:11]2[O:15][C:14]([CH3:17])([CH3:16])[C:13]([CH3:19])([CH3:18])[O:12]2)[CH:4]=1)[CH3:24], predict the reactants needed to synthesize it. The reactants are: [CH3:1][C:2]1[CH:10]=[CH:9][C:5]([C:6](O)=[O:7])=[CH:4][C:3]=1[B:11]1[O:15][C:14]([CH3:17])([CH3:16])[C:13]([CH3:19])([CH3:18])[O:12]1.O[N:21]1[C:25]2N=CC=C[C:24]=2N=N1.C(N)C.O.